Dataset: NCI-60 drug combinations with 297,098 pairs across 59 cell lines. Task: Regression. Given two drug SMILES strings and cell line genomic features, predict the synergy score measuring deviation from expected non-interaction effect. Drug 1: CC1=C(C=C(C=C1)NC(=O)C2=CC=C(C=C2)CN3CCN(CC3)C)NC4=NC=CC(=N4)C5=CN=CC=C5. Drug 2: CC12CCC3C(C1CCC2O)C(CC4=C3C=CC(=C4)O)CCCCCCCCCS(=O)CCCC(C(F)(F)F)(F)F. Cell line: K-562. Synergy scores: CSS=71.5, Synergy_ZIP=3.54, Synergy_Bliss=2.51, Synergy_Loewe=-13.4, Synergy_HSA=3.81.